Dataset: Full USPTO retrosynthesis dataset with 1.9M reactions from patents (1976-2016). Task: Predict the reactants needed to synthesize the given product. (1) Given the product [CH:1]1([CH2:6][CH:7]([C:14]2[CH:19]=[CH:18][C:17]([S:20][CH3:21])=[CH:16][N:15]=2)[C:8](=[O:9])[CH:22]=[CH2:23])[CH2:5][CH2:4][CH2:3][CH2:2]1, predict the reactants needed to synthesize it. The reactants are: [CH:1]1([CH2:6][CH:7]([C:14]2[CH:19]=[CH:18][C:17]([S:20][CH3:21])=[CH:16][N:15]=2)[C:8](N(OC)C)=[O:9])[CH2:5][CH2:4][CH2:3][CH2:2]1.[CH:22]([Mg]Br)=[CH2:23].Cl. (2) Given the product [CH3:16][C:13]1([CH3:15])[C:12]([CH3:17])([CH3:18])[O:11][B:10]([C:25]2[CH2:30][CH2:29][N:28]([C:31]([O:33][CH2:34][C:35]3[CH:36]=[CH:37][CH:38]=[CH:39][CH:40]=3)=[O:32])[CH2:27][CH:26]=2)[O:14]1, predict the reactants needed to synthesize it. The reactants are: [B:10]1([B:10]2[O:14][C:13]([CH3:16])([CH3:15])[C:12]([CH3:18])([CH3:17])[O:11]2)[O:14][C:13]([CH3:16])([CH3:15])[C:12]([CH3:18])([CH3:17])[O:11]1.FC(F)(F)S(O[C:25]1[CH2:30][CH2:29][N:28]([C:31]([O:33][CH2:34][C:35]2[CH:40]=[CH:39][CH:38]=[CH:37][CH:36]=2)=[O:32])[CH2:27][CH:26]=1)(=O)=O.C([O-])(=O)C.[K+]. (3) Given the product [C:23]([C:8]1[C:9]2[C:14](=[C:13]3[CH2:15][CH2:16][O:17][C:12]3=[CH:11][CH:10]=2)[NH:6][CH:7]=1)(=[O:25])[CH3:24], predict the reactants needed to synthesize it. The reactants are: P(Cl)(Cl)(Cl)=O.[NH:6]1[C:14]2[C:9](=[CH:10][CH:11]=[C:12]3[O:17][CH2:16][CH2:15][C:13]3=2)[CH:8]=[CH:7]1.[OH-].[Na+].O.CN(C)[C:23](=[O:25])[CH3:24]. (4) Given the product [NH2:7][C:8]1[C:9]2[CH:15]=[C:14]([C:16]([O:18][C:19]([CH3:22])([CH3:21])[CH3:20])=[O:17])[S:13][C:10]=2[N:11]([C:1]([O:2][CH2:3][CH3:4])=[O:5])[N:12]=1, predict the reactants needed to synthesize it. The reactants are: [C:1](Cl)(=[O:5])[O:2][CH2:3][CH3:4].[NH2:7][C:8]1[C:9]2[CH:15]=[C:14]([C:16]([O:18][C:19]([CH3:22])([CH3:21])[CH3:20])=[O:17])[S:13][C:10]=2[NH:11][N:12]=1.C(N(C(C)C)CC)(C)C.